From a dataset of Forward reaction prediction with 1.9M reactions from USPTO patents (1976-2016). Predict the product of the given reaction. (1) Given the reactants [Br:1][C:2]1[CH:3]=[C:4]2[C:9](=[C:10]([CH:12]=O)[CH:11]=1)[N:8]([CH2:14][CH2:15][CH2:16][C:17]([O:19][CH2:20][CH3:21])=[O:18])[CH2:7][CH2:6][CH2:5]2.[O-]CC.[Na+].Cl, predict the reaction product. The product is: [Br:1][C:2]1[CH:3]=[C:4]2[C:9]3=[C:10]([CH:12]=[C:16]([C:17]([O:19][CH2:20][CH3:21])=[O:18])[CH2:15][CH2:14][N:8]3[CH2:7][CH2:6][CH2:5]2)[CH:11]=1. (2) Given the reactants Cl[CH2:2][CH2:3][C:4]([NH:6][C:7]1[CH:20]=[CH:19][C:18]2[C:17](=[O:21])[C:16]3[C:11](=[CH:12][C:13]([NH:22][C:23](=[O:27])[CH2:24][CH2:25]Cl)=[CH:14][CH:15]=3)[C:10](=[O:28])[C:9]=2[CH:8]=1)=[O:5].[NH:29]1[CH2:33][CH2:32][CH2:31][CH2:30]1.[N:34]1[CH:39]=[CH:38][CH:37]=[CH:36]C=1, predict the reaction product. The product is: [N:29]1([CH2:2][CH2:3][C:4]([NH:6][C:7]2[CH:20]=[CH:19][C:18]3[C:17](=[O:21])[C:16]4[C:11](=[CH:12][C:13]([NH:22][C:23](=[O:27])[CH2:24][CH2:25][N:34]5[CH2:36][CH2:37][CH2:38][CH2:39]5)=[CH:14][CH:15]=4)[C:10](=[O:28])[C:9]=3[CH:8]=2)=[O:5])[CH2:33][CH2:32][CH2:31][CH2:30]1.